The task is: Predict which catalyst facilitates the given reaction.. This data is from Catalyst prediction with 721,799 reactions and 888 catalyst types from USPTO. (1) Reactant: [CH3:1][O:2][C:3]([C:5]1[CH:6]=[C:7]([Cl:25])[CH:8]=[C:9]2[C:14]=1[NH:13][CH:12]([C:15]1[CH:20]=[CH:19][CH:18]=[C:17]([Br:21])[CH:16]=1)[C:11]([CH3:23])([CH3:22])[CH:10]2O)=[O:4].C([SiH](CC)CC)C. Product: [CH3:1][O:2][C:3]([C:5]1[CH:6]=[C:7]([Cl:25])[CH:8]=[C:9]2[C:14]=1[NH:13][CH:12]([C:15]1[CH:20]=[CH:19][CH:18]=[C:17]([Br:21])[CH:16]=1)[C:11]([CH3:22])([CH3:23])[CH2:10]2)=[O:4]. The catalyst class is: 55. (2) Reactant: [C:1]([C:5]1[CH:9]=[C:8]([NH:10][C:11](=[O:21])[C:12]2[CH:17]=[C:16]([Cl:18])[CH:15]=[CH:14][C:13]=2[O:19][CH3:20])[N:7]([CH2:22][C@@H:23]2[CH2:27][CH2:26][CH2:25][O:24]2)[N:6]=1)([CH3:4])([CH3:3])[CH3:2].[CH3:28][O:29]S(OC)(=O)=O. Product: [C:23]([O-:29])(=[O:24])[CH3:27].[NH4+:6].[C:1]([C:5]1[N:6]([CH3:28])[N:7]([CH2:22][C@@H:23]2[CH2:27][CH2:26][CH2:25][O:24]2)[C:8](=[N:10][C:11](=[O:21])[C:12]2[CH:17]=[C:16]([Cl:18])[CH:15]=[CH:14][C:13]=2[O:19][CH3:20])[CH:9]=1)([CH3:4])([CH3:2])[CH3:3]. The catalyst class is: 11. (3) The catalyst class is: 2. Reactant: [CH3:1][O:2][CH:3]([C:7]1[CH:12]=[CH:11][C:10]([C:13]2[N:14]=[N:15][N:16]([CH3:18])[N:17]=2)=[CH:9][CH:8]=1)[C:4]([OH:6])=O.C(N(CC)C(C)C)(C)C.COCCN(S(F)(F)F)CCOC.Cl.[CH3:42][NH:43][O:44][CH3:45].C([O-])(O)=O.[Na+]. Product: [CH3:45][O:44][N:43]([CH3:42])[C:4](=[O:6])[CH:3]([O:2][CH3:1])[C:7]1[CH:12]=[CH:11][C:10]([C:13]2[N:14]=[N:15][N:16]([CH3:18])[N:17]=2)=[CH:9][CH:8]=1. (4) Reactant: [O:1]([CH2:21][CH2:22][NH:23][C:24]([C:26]1[S:27][C:28]2[CH:34]=[CH:33][C:32]([O:35][CH3:36])=[C:31]([N+:37]([O-])=O)[C:29]=2[N:30]=1)=[O:25])[CH2:2][CH2:3][NH:4][C:5]([C:7]1[S:8][C:9]2[CH:15]=[CH:14][C:13]([O:16][CH3:17])=[C:12]([N+:18]([O-])=O)[C:10]=2[N:11]=1)=[O:6].O. Product: [O:1]([CH2:21][CH2:22][NH:23][C:24]([C:26]1[S:27][C:28]2[CH:34]=[CH:33][C:32]([O:35][CH3:36])=[C:31]([NH2:37])[C:29]=2[N:30]=1)=[O:25])[CH2:2][CH2:3][NH:4][C:5]([C:7]1[S:8][C:9]2[CH:15]=[CH:14][C:13]([O:16][CH3:17])=[C:12]([NH2:18])[C:10]=2[N:11]=1)=[O:6]. The catalyst class is: 33. (5) The catalyst class is: 36. Product: [C:38]([O:37][C@@H:9]([C:10]1[C:28]([CH3:29])=[CH:27][C:13]2[N:14]=[C:15]([C:17]3[CH:18]=[C:19]4[N:25]([CH3:26])[N:24]=[CH:23][C:20]4=[N:21][CH:22]=3)[S:16][C:12]=2[C:11]=1[C:30]1[CH:31]=[CH:32][C:33]([Cl:36])=[CH:34][CH:35]=1)[CH2:8][OH:7])([CH3:41])([CH3:39])[CH3:40]. Reactant: C([O:7][CH2:8][C@@H:9]([O:37][C:38]([CH3:41])([CH3:40])[CH3:39])[C:10]1[C:28]([CH3:29])=[CH:27][C:13]2[N:14]=[C:15]([C:17]3[CH:18]=[C:19]4[N:25]([CH3:26])[N:24]=[CH:23][C:20]4=[N:21][CH:22]=3)[S:16][C:12]=2[C:11]=1[C:30]1[CH:35]=[CH:34][C:33]([Cl:36])=[CH:32][CH:31]=1)(=O)C(C)(C)C.[OH-].[Na+]. (6) Reactant: [NH2:1][C:2]1[S:3][C:4]([CH3:10])=[CH:5][C:6]=1[C:7]([NH2:9])=[O:8].[CH2:11](C(CC)(CC)C([O-])([O-])[O-])[CH3:12]. Product: [CH3:11][C:12]1[NH:9][C:7](=[O:8])[C:6]2[CH:5]=[C:4]([CH3:10])[S:3][C:2]=2[N:1]=1. The catalyst class is: 11. (7) Reactant: [NH:1]1[C:9]2[C:4](=[CH:5][CH:6]=[CH:7][CH:8]=2)[C:3](/[CH:10]=[CH:11]/[C:12]2[CH:20]=[CH:19][CH:18]=[CH:17][C:13]=2[C:14]([OH:16])=O)=[N:2]1.CN1CCOCC1.[NH2:28][C:29]1[S:30][CH:31]=[CH:32][N:33]=1.C(Cl)CCl.O.ON1C2C=CC=CC=2N=N1. Product: [NH:1]1[C:9]2[C:4](=[CH:5][CH:6]=[CH:7][CH:8]=2)[C:3](/[CH:10]=[CH:11]/[C:12]2[CH:20]=[CH:19][CH:18]=[CH:17][C:13]=2[C:14]([NH:28][C:29]2[S:30][CH:31]=[CH:32][N:33]=2)=[O:16])=[N:2]1. The catalyst class is: 375. (8) The catalyst class is: 2. Product: [CH3:18][O:19][C:20]1[N:25]=[CH:24][C:23]([N:26]([CH3:27])[C:6](=[O:7])[C:5]2[CH:4]=[C:3]([C:2]([F:17])([F:16])[F:1])[CH:11]=[C:10]([C:12]([F:15])([F:14])[F:13])[CH:9]=2)=[C:22]([C:28]2[CH:33]=[CH:32][CH:31]=[CH:30][C:29]=2[CH3:34])[CH:21]=1. Reactant: [F:1][C:2]([F:17])([F:16])[C:3]1[CH:4]=[C:5]([CH:9]=[C:10]([C:12]([F:15])([F:14])[F:13])[CH:11]=1)[C:6](Cl)=[O:7].[CH3:18][O:19][C:20]1[N:25]=[CH:24][C:23]([NH:26][CH3:27])=[C:22]([C:28]2[CH:33]=[CH:32][CH:31]=[CH:30][C:29]=2[CH3:34])[CH:21]=1.CCN(C(C)C)C(C)C.